Dataset: Peptide-MHC class I binding affinity with 185,985 pairs from IEDB/IMGT. Task: Regression. Given a peptide amino acid sequence and an MHC pseudo amino acid sequence, predict their binding affinity value. This is MHC class I binding data. The peptide sequence is CSRMLDTSEK. The MHC is HLA-A31:01 with pseudo-sequence HLA-A31:01. The binding affinity (normalized) is 0.321.